Dataset: Forward reaction prediction with 1.9M reactions from USPTO patents (1976-2016). Task: Predict the product of the given reaction. (1) Given the reactants C([O:4][CH2:5][CH2:6][CH:7]([C:9]1[S:10][C:11]([C:14]2[N:19]=[C:18]([NH:20][C:21]3[CH:25]=[C:24]([CH:26]4[CH2:28][CH2:27]4)[NH:23][N:22]=3)[C:17]([C:29]#[CH:30])=[CH:16][N:15]=2)=[CH:12][CH:13]=1)[OH:8])(=O)C.[OH-].[Na+].O, predict the reaction product. The product is: [CH:26]1([C:24]2[NH:23][N:22]=[C:21]([NH:20][C:18]3[C:17]([C:29]#[CH:30])=[CH:16][N:15]=[C:14]([C:11]4[S:10][C:9]([CH:7]([OH:8])[CH2:6][CH2:5][OH:4])=[CH:13][CH:12]=4)[N:19]=3)[CH:25]=2)[CH2:28][CH2:27]1. (2) Given the reactants C([N:8]1[CH2:12][CH2:11][CH2:10][CH:9]1[CH:13]([OH:20])[C:14]1[CH:19]=[CH:18][CH:17]=[CH:16][CH:15]=1)(OC(C)(C)C)=O.FC(F)(F)C(O)=O, predict the reaction product. The product is: [OH:20][CH:13]([C:14]1[CH:19]=[CH:18][CH:17]=[CH:16][CH:15]=1)[CH:9]1[CH2:10][CH2:11][CH2:12][NH:8]1. (3) Given the reactants FC(F)(F)C(OC(=O)C(F)(F)F)=O.[NH:14]1[C:22]2[C:17](=[CH:18][CH:19]=[CH:20][CH:21]=2)[C:16]([C:23]([OH:25])=[O:24])=[CH:15]1.[CH2:26]1[CH:36]2[CH2:37][C@@H:31]3[N:32]([CH2:33][C:34]2=[O:35])[C@H:27]1[CH2:28][CH:29](O)[CH2:30]3, predict the reaction product. The product is: [CH:19]1[CH:20]=[CH:21][C:22]2[NH:14][CH:15]=[C:16]([C:23]([O:25][C@@H:29]3[CH2:28][C@H:27]4[N:32]5[CH2:33][C:34](=[O:35])[C@@H:36]([CH2:26]4)[CH2:37][C@@H:31]5[CH2:30]3)=[O:24])[C:17]=2[CH:18]=1. (4) Given the reactants [F:1][C:2]([F:7])([F:6])[C:3]([OH:5])=[O:4].[NH2:8][CH2:9][CH2:10][NH:11][C:12]([C:14]1[N:22]=[C:21]2[C:17]([N:18]=[CH:19][N:20]2[C@@H:23]2[CH2:27][C@H:26]([N:28]3[CH:32]=[C:31]([CH2:33][OH:34])[CH:30]=[N:29]3)[C@@H:25]([OH:35])[C@H:24]2[OH:36])=[C:16]([NH:37][CH2:38][CH:39]([C:46]2[CH:51]=[CH:50][CH:49]=[CH:48][CH:47]=2)[C:40]2[CH:45]=[CH:44][CH:43]=[CH:42][CH:41]=2)[N:15]=1)=[O:13].FC(F)(F)C(O)=O.[CH2:59]([NH:61][C:62](=[O:108])NC[CH2:60][CH2:59][NH:61][C:62](C1N=C2C(N=CN2[C@@H]2C[C@H](N3C=C(CO)C=N3)[C@@H](O)[C@H]2O)=C(NCC(C2C=CC=CC=2)C2C=CC=CC=2)N=1)=[O:108])[CH3:60], predict the reaction product. The product is: [F:1][C:2]([F:7])([F:6])[C:3]([OH:5])=[O:4].[CH2:59]([NH:61][C:62](=[O:108])[NH:8][CH2:9][CH2:10][NH:11][C:12]([C:14]1[N:22]=[C:21]2[C:17]([N:18]=[CH:19][N:20]2[C@@H:23]2[CH2:27][C@H:26]([N:28]3[CH:32]=[C:31]([CH2:33][OH:34])[CH:30]=[N:29]3)[C@@H:25]([OH:35])[C@H:24]2[OH:36])=[C:16]([NH:37][CH2:38][CH:39]([C:46]2[CH:47]=[CH:48][CH:49]=[CH:50][CH:51]=2)[C:40]2[CH:41]=[CH:42][CH:43]=[CH:44][CH:45]=2)[N:15]=1)=[O:13])[CH3:60]. (5) Given the reactants [F:1][C:2]([F:41])([F:40])[C:3]1[CH:4]=[C:5]([CH:33]=[C:34]([C:36]([F:39])([F:38])[F:37])[CH:35]=1)[CH2:6][N:7]([C:27]1[N:28]=[N:29][N:30]([CH3:32])[N:31]=1)[C@H:8]1[CH2:14][CH2:13][CH2:12][N:11]([CH2:15][CH2:16][OH:17])[C:10]2[CH:18]=[C:19]([C:23]([F:26])([F:25])[F:24])[C:20]([CH3:22])=[CH:21][C:9]1=2.[H-].[K+].Br[CH2:45][C:46]([OH:48])=[O:47].Cl, predict the reaction product. The product is: [F:37][C:36]([F:39])([F:38])[C:34]1[CH:33]=[C:5]([CH:4]=[C:3]([C:2]([F:40])([F:1])[F:41])[CH:35]=1)[CH2:6][N:7]([C:27]1[N:28]=[N:29][N:30]([CH3:32])[N:31]=1)[C@H:8]1[CH2:14][CH2:13][CH2:12][N:11]([CH2:15][CH2:16][O:17][CH2:45][C:46]([OH:48])=[O:47])[C:10]2[CH:18]=[C:19]([C:23]([F:24])([F:25])[F:26])[C:20]([CH3:22])=[CH:21][C:9]1=2. (6) Given the reactants Cl[Si](Cl)(Cl)Cl.[Cl:6][C:7]1[N:12]=[C:11]([NH:13][C:14](=O)[CH3:15])[CH:10]=[CH:9][N:8]=1.[N-:17]=[N+:18]=[N-:19].[Na+].CCOC(C)=O, predict the reaction product. The product is: [Cl:6][C:7]1[N:12]=[C:11]([N:13]2[C:14]([CH3:15])=[N:19][N:18]=[N:17]2)[CH:10]=[CH:9][N:8]=1. (7) Given the reactants [CH2:1]([CH:8]([CH:12]([OH:26])[CH2:13][CH2:14][CH2:15][CH2:16][CH2:17][O:18][CH2:19][C:20]1[CH:25]=[CH:24][CH:23]=[CH:22][CH:21]=1)[C:9]([OH:11])=O)[C:2]1[CH:7]=[CH:6][CH:5]=[CH:4][CH:3]=1.C1(S(Cl)(=O)=O)C=CC=CC=1, predict the reaction product. The product is: [CH2:1]([C@H:8]1[C@H:12]([CH2:13][CH2:14][CH2:15][CH2:16][CH2:17][O:18][CH2:19][C:20]2[CH:21]=[CH:22][CH:23]=[CH:24][CH:25]=2)[O:26][C:9]1=[O:11])[C:2]1[CH:3]=[CH:4][CH:5]=[CH:6][CH:7]=1.